From a dataset of HIV replication inhibition screening data with 41,000+ compounds from the AIDS Antiviral Screen. Binary Classification. Given a drug SMILES string, predict its activity (active/inactive) in a high-throughput screening assay against a specified biological target. (1) The molecule is COc1ccccc1NC(=O)C(=CC1CC(=O)NC1=S)C(C)=O. The result is 0 (inactive). (2) The molecule is N#CC=Cc1cccc(Br)c1. The result is 0 (inactive). (3) The compound is O=C(O)C(CO)NC(=O)C1C(C(=O)O)C(c2ccccc2[N+](=O)[O-])C=C(c2ccco2)N1c1ccncc1. The result is 0 (inactive).